This data is from Full USPTO retrosynthesis dataset with 1.9M reactions from patents (1976-2016). The task is: Predict the reactants needed to synthesize the given product. (1) The reactants are: [CH:1]1([NH2:8])[CH2:7][CH2:6][CH2:5][CH2:4][CH2:3][CH2:2]1.C1C=CC2N(O)N=NC=2C=1.C(Cl)CCl.C(N(C(C)C)CC)(C)C.[C:32]([C:34]1[CH:42]=[CH:41][C:37]([C:38](O)=[O:39])=[C:36]([CH3:43])[CH:35]=1)#[N:33]. Given the product [C:32]([C:34]1[CH:42]=[CH:41][C:37]([C:38]([NH:8][CH:1]2[CH2:7][CH2:6][CH2:5][CH2:4][CH2:3][CH2:2]2)=[O:39])=[C:36]([CH3:43])[CH:35]=1)#[N:33], predict the reactants needed to synthesize it. (2) Given the product [CH:31]([OH:32])=[O:54].[CH2:18]([O:17][C:13]1[CH:12]=[C:11]([C:10]2[N:9]=[C:8]([CH:25]3[CH2:30][CH2:29][CH:28]([CH2:31][NH:43][C:44]4[CH:49]=[CH:48][CH:47]=[CH:46][CH:45]=4)[CH2:27][CH2:26]3)[N:4]3[CH:5]=[CH:6][N:7]=[C:2]([NH2:1])[C:3]=23)[CH:16]=[CH:15][CH:14]=1)[C:19]1[CH:20]=[CH:21][CH:22]=[CH:23][CH:24]=1, predict the reactants needed to synthesize it. The reactants are: [NH2:1][C:2]1[C:3]2[N:4]([C:8]([CH:25]3[CH2:30][CH2:29][CH:28]([CH2:31][O:32]S(C4C=CC(C)=CC=4)(=O)=O)[CH2:27][CH2:26]3)=[N:9][C:10]=2[C:11]2[CH:16]=[CH:15][CH:14]=[C:13]([O:17][CH2:18][C:19]3[CH:24]=[CH:23][CH:22]=[CH:21][CH:20]=3)[CH:12]=2)[CH:5]=[CH:6][N:7]=1.[NH2:43][C:44]1[CH:49]=[CH:48][CH:47]=[CH:46][CH:45]=1.CN(C=[O:54])C. (3) Given the product [CH3:26][C:24](=[CH2:25])[CH2:23][C@:13]1([C:17]2[CH:22]=[CH:21][CH:20]=[CH:19][CH:18]=2)[CH2:14][CH2:15][CH2:16][N:10]([C@H:8]([C:5]2[CH:6]=[CH:7][C:2]([B:28]3[O:32][C:31]([CH3:34])([CH3:33])[C:30]([CH3:36])([CH3:35])[O:29]3)=[CH:3][CH:4]=2)[CH3:9])[C:11](=[O:27])[NH:12]1, predict the reactants needed to synthesize it. The reactants are: Br[C:2]1[CH:7]=[CH:6][C:5]([C@@H:8]([N:10]2[CH2:16][CH2:15][CH2:14][C@:13]([CH2:23][C:24]([CH3:26])=[CH2:25])([C:17]3[CH:22]=[CH:21][CH:20]=[CH:19][CH:18]=3)[NH:12][C:11]2=[O:27])[CH3:9])=[CH:4][CH:3]=1.[B:28]1([B:28]2[O:32][C:31]([CH3:34])([CH3:33])[C:30]([CH3:36])([CH3:35])[O:29]2)[O:32][C:31]([CH3:34])([CH3:33])[C:30]([CH3:36])([CH3:35])[O:29]1.C([O-])(=O)C.[K+].CS(C)=O. (4) Given the product [C:1]([O:5][C:6]([N:8]1[CH2:14][CH2:13][CH2:12][CH:11]([OH:15])[CH2:10][CH2:9]1)=[O:7])([CH3:4])([CH3:2])[CH3:3], predict the reactants needed to synthesize it. The reactants are: [C:1]([O:5][C:6]([N:8]1[CH2:14][CH2:13][CH2:12][C:11](=[O:15])[CH2:10][CH2:9]1)=[O:7])([CH3:4])([CH3:3])[CH3:2].[BH4-].[Na+]. (5) Given the product [F:43][CH:42]([F:44])[CH2:41][CH2:40][O:39][C:35]1[CH:34]=[C:33]([C:25]2([C:7]3[CH:8]=[C:9]([CH3:16])[C:10]([O:14][CH3:15])=[C:11]([CH3:13])[N:12]=3)[C:24]3[C:19](=[N:20][CH:21]=[CH:22][CH:23]=3)[C:17]([NH2:18])=[N:26]2)[CH:38]=[CH:37][CH:36]=1, predict the reactants needed to synthesize it. The reactants are: C([Li])(C)(C)C.Br[C:7]1[N:12]=[C:11]([CH3:13])[C:10]([O:14][CH3:15])=[C:9]([CH3:16])[CH:8]=1.[C:17]([C:19]1[C:24]([C:25]([C:33]2[CH:38]=[CH:37][CH:36]=[C:35]([O:39][CH2:40][CH2:41][CH:42]([F:44])[F:43])[CH:34]=2)=[N:26]S(C(C)(C)C)=O)=[CH:23][CH:22]=[CH:21][N:20]=1)#[N:18].Cl.